From a dataset of Catalyst prediction with 721,799 reactions and 888 catalyst types from USPTO. Predict which catalyst facilitates the given reaction. Reactant: [Cl:1][C:2]1[N:11]=[C:10]([N:12]2[CH2:16][CH2:15][C@@H:14]([NH2:17])[CH2:13]2)[C:9]2[C:4](=[CH:5][C:6]([CH3:18])=[CH:7][CH:8]=2)[N:3]=1.CCN(CC)CC.Cl[C:27]([O:29][CH2:30][C:31]([CH3:34])([CH3:33])[CH3:32])=[O:28]. Product: [Cl:1][C:2]1[N:11]=[C:10]([N:12]2[CH2:16][CH2:15][C@@H:14]([NH:17][C:27](=[O:28])[O:29][CH2:30][C:31]([CH3:34])([CH3:33])[CH3:32])[CH2:13]2)[C:9]2[C:4](=[CH:5][C:6]([CH3:18])=[CH:7][CH:8]=2)[N:3]=1. The catalyst class is: 1.